From a dataset of Reaction yield outcomes from USPTO patents with 853,638 reactions. Predict the reaction yield, written as a fraction of the theoretical maximum amount of product (1.0 means a 100% yield; for example, 0.34 means a 34% yield). (1) The reactants are [F:1][C:2]1[C:3]([CH2:10][C:11]([O:13][CH3:14])=[O:12])=[N:4][C:5](I)=[C:6]([OH:8])[CH:7]=1.[CH3:15][C:16]1[C:20]([CH:21]([OH:24])[C:22]#[CH:23])=[C:19]([CH3:25])[O:18][N:17]=1.O. The catalyst is CCN(CC)CC.Cl[Pd](Cl)([P](C1C=CC=CC=1)(C1C=CC=CC=1)C1C=CC=CC=1)[P](C1C=CC=CC=1)(C1C=CC=CC=1)C1C=CC=CC=1.[Cu]I. The product is [CH3:15][C:16]1[C:20]([CH:21]([OH:24])[C:22]2[O:8][C:6]3[C:5](=[N:4][C:3]([CH2:10][C:11]([O:13][CH3:14])=[O:12])=[C:2]([F:1])[CH:7]=3)[CH:23]=2)=[C:19]([CH3:25])[O:18][N:17]=1. The yield is 0.650. (2) The reactants are [F:1][C:2]1[CH:7]=[CH:6][C:5]([CH2:8][C:9]2[CH:18]=[C:17]3[C:12]([C:13]([OH:29])=[C:14]([C:24](OCC)=[O:25])[C:15](=[O:23])[N:16]3[CH2:19][CH2:20][CH2:21][OH:22])=[N:11][CH:10]=2)=[CH:4][CH:3]=1.[NH2:30][CH2:31][C@@H:32]([OH:34])[CH3:33]. No catalyst specified. The product is [F:1][C:2]1[CH:3]=[CH:4][C:5]([CH2:8][C:9]2[CH:18]=[C:17]3[C:12]([C:13]([OH:29])=[C:14]([C:24]([NH:30][CH2:31][C@@H:32]([OH:34])[CH3:33])=[O:25])[C:15](=[O:23])[N:16]3[CH2:19][CH2:20][CH2:21][OH:22])=[N:11][CH:10]=2)=[CH:6][CH:7]=1. The yield is 0.250. (3) The product is [F:1][C:2]1[CH:3]=[CH:4][C:5]([C:8]2[C:16]3[C:11](=[CH:12][CH:13]=[C:14]([NH:17][CH2:18][C:20]4[CH:21]=[CH:22][N:23]=[CH:24][CH:25]=4)[CH:15]=3)[NH:10][N:9]=2)=[CH:6][CH:7]=1. The reactants are [F:1][C:2]1[CH:7]=[CH:6][C:5]([C:8]2[C:16]3[C:11](=[CH:12][CH:13]=[C:14]([NH:17][C:18]([C:20]4[CH:25]=[CH:24][N:23]=[CH:22][CH:21]=4)=O)[CH:15]=3)[NH:10][N:9]=2)=[CH:4][CH:3]=1.[H-].[Al+3].[Li+].[H-].[H-].[H-]. The yield is 0.200. The catalyst is C1COCC1. (4) The reactants are [Cl:1][C:2]1[CH:25]=[CH:24][C:5]([CH2:6][C:7]2[N:8]=[C:9]([C:18]3[CH:23]=[CH:22][N:21]=[CH:20][CH:19]=3)[S:10][C:11]=2[C:12](N(OC)C)=[O:13])=[CH:4][CH:3]=1.[Li]C.[CH3:28]COCC. The catalyst is C1COCC1. The product is [Cl:1][C:2]1[CH:25]=[CH:24][C:5]([CH2:6][C:7]2[N:8]=[C:9]([C:18]3[CH:19]=[CH:20][N:21]=[CH:22][CH:23]=3)[S:10][C:11]=2[C:12](=[O:13])[CH3:28])=[CH:4][CH:3]=1. The yield is 0.810. (5) The reactants are [CH3:1][CH:2]([CH3:27])[C@@H:3]([NH:7][S:8]([C:11]1[CH:26]=[CH:25][C:14]2[N:15]=[C:16]([S:18][CH2:19][CH2:20][CH2:21][CH2:22][CH2:23][CH3:24])[S:17][C:13]=2[CH:12]=1)(=[O:10])=[O:9])[C:4]([OH:6])=[O:5].[C:28]1([C:34]([C:37]2[CH:42]=[CH:41][CH:40]=[CH:39][CH:38]=2)=[N+]=[N-])[CH:33]=[CH:32][CH:31]=[CH:30][CH:29]=1. The catalyst is CC(C)=O. The product is [C:28]1([CH:34]([O:5][C:4](=[O:6])[C@H:3]([NH:7][S:8]([C:11]2[CH:26]=[CH:25][C:14]3[N:15]=[C:16]([S:18][CH2:19][CH2:20][CH2:21][CH2:22][CH2:23][CH3:24])[S:17][C:13]=3[CH:12]=2)(=[O:10])=[O:9])[CH:2]([CH3:1])[CH3:27])[C:37]2[CH:38]=[CH:39][CH:40]=[CH:41][CH:42]=2)[CH:33]=[CH:32][CH:31]=[CH:30][CH:29]=1. The yield is 1.00. (6) The reactants are [CH3:1][S:2]([N:5]1[C:9]([C:10]2[CH:15]=[CH:14][CH:13]=[CH:12][CH:11]=2)=[CH:8][C:7]([CH2:16][OH:17])=[CH:6]1)(=[O:4])=[O:3].C[N+]1([O-])CCOCC1. The catalyst is [Ru]([O-])(=O)(=O)=O.C([N+](CCC)(CCC)CCC)CC. The product is [CH3:1][S:2]([N:5]1[C:9]([C:10]2[CH:15]=[CH:14][CH:13]=[CH:12][CH:11]=2)=[CH:8][C:7]([CH:16]=[O:17])=[CH:6]1)(=[O:4])=[O:3]. The yield is 0.760. (7) The reactants are [Cl:1][C:2]1[CH:7]=[C:6]([O:8][C:9]2[C:18]3[C:13](=[CH:14][C:15]([O:23][CH3:24])=[C:16]([C:19]([O:21][CH3:22])=[O:20])[CH:17]=3)[N:12]=[CH:11][CH:10]=2)[CH:5]=[CH:4][C:3]=1[NH:25][C:26](=O)[O:27]C1C=CC=CC=1.[CH2:35]([NH2:37])[CH3:36].O. The catalyst is CN(C)C=O.C(OCC)(=O)C.CCCCCC. The product is [Cl:1][C:2]1[CH:7]=[C:6]([CH:5]=[CH:4][C:3]=1[NH:25][C:26]([NH:37][CH2:35][CH3:36])=[O:27])[O:8][C:9]1[C:18]2[C:13](=[CH:14][C:15]([O:23][CH3:24])=[C:16]([C:19]([O:21][CH3:22])=[O:20])[CH:17]=2)[N:12]=[CH:11][CH:10]=1. The yield is 0.930. (8) The reactants are [CH3:1][N:2]([CH3:33])[CH2:3][CH2:4][N:5]([CH3:32])[C:6]1[C:7]([NH2:31])=[CH:8][C:9]([NH:14][C:15]2[N:20]=[C:19]([C:21]3[C:29]4[C:24](=[CH:25][CH:26]=[CH:27][CH:28]=4)[N:23]([CH3:30])[CH:22]=3)[CH:18]=[CH:17][N:16]=2)=[C:10]([O:12][CH3:13])[CH:11]=1.Cl[CH2:35][CH2:36][C:37](Cl)=[O:38].[OH-].[Na+].CO. The catalyst is C1COCC1.O. The product is [CH3:33][N:2]([CH3:1])[CH2:3][CH2:4][N:5]([CH3:32])[C:6]1[CH:11]=[C:10]([O:12][CH3:13])[C:9]([NH:14][C:15]2[N:20]=[C:19]([C:21]3[C:29]4[C:24](=[CH:25][CH:26]=[CH:27][CH:28]=4)[N:23]([CH3:30])[CH:22]=3)[CH:18]=[CH:17][N:16]=2)=[CH:8][C:7]=1[NH:31][C:37](=[O:38])[CH:36]=[CH2:35]. The yield is 0.940.